From a dataset of Reaction yield outcomes from USPTO patents with 853,638 reactions. Predict the reaction yield, written as a fraction of the theoretical maximum amount of product (1.0 means a 100% yield; for example, 0.34 means a 34% yield). (1) The reactants are [S:1]([N:11]1[C:15]2=[N:16][CH:17]=[C:18]([NH:20][C:21](=[O:27])[O:22][C:23]([CH3:26])([CH3:25])[CH3:24])[N:19]=[C:14]2[CH:13]=[CH:12]1)([C:4]1[CH:10]=[CH:9][C:7]([CH3:8])=[CH:6][CH:5]=1)(=[O:3])=[O:2].[H-].[Na+].Br[CH2:31][C:32]([CH:34]1[CH2:38][CH:37]([N:39]([CH2:47][C:48]2[CH:53]=[CH:52][CH:51]=[CH:50][CH:49]=2)[CH2:40][C:41]2[CH:46]=[CH:45][CH:44]=[CH:43][CH:42]=2)[CH2:36][CH:35]1[CH3:54])=[O:33]. The catalyst is CN(C=O)C. The product is [CH2:47]([N:39]([CH2:40][C:41]1[CH:42]=[CH:43][CH:44]=[CH:45][CH:46]=1)[CH:37]1[CH2:38][CH:34]([C:32](=[O:33])[CH2:31][N:20]([C:18]2[N:19]=[C:14]3[CH:13]=[CH:12][N:11]([S:1]([C:4]4[CH:5]=[CH:6][C:7]([CH3:8])=[CH:9][CH:10]=4)(=[O:3])=[O:2])[C:15]3=[N:16][CH:17]=2)[C:21](=[O:27])[O:22][C:23]([CH3:24])([CH3:26])[CH3:25])[CH:35]([CH3:54])[CH2:36]1)[C:48]1[CH:49]=[CH:50][CH:51]=[CH:52][CH:53]=1. The yield is 0.970. (2) The reactants are [C:1]([C:3]1[CH:4]=[N:5][CH:6]=[CH:7][CH:8]=1)#[N:2].P([O-])([O-])([O-])=[O:10].[K+].[K+].[K+]. No catalyst specified. The product is [C:1]([NH2:2])(=[O:10])[C:3]1[CH:8]=[CH:7][CH:6]=[N:5][CH:4]=1. The yield is 0.973. (3) The reactants are Br[C:2]1[CH:3]=[C:4]2[C:9](=[C:10]([CH3:12])[CH:11]=1)[N:8]=[C:7]([Cl:13])[N:6]=[C:5]2[N:14]1[CH2:19][CH2:18][O:17][CH2:16][CH2:15]1.[F:20][C:21]1[C:26](B2OC(C)(C)C(C)(C)O2)=[CH:25][CH:24]=[CH:23][C:22]=1[NH:36][S:37]([CH2:40][CH2:41][CH3:42])(=[O:39])=[O:38].C(=O)([O-])[O-].[Na+].[Na+]. The catalyst is Cl[Pd](Cl)([P](C1C=CC=CC=1)(C1C=CC=CC=1)C1C=CC=CC=1)[P](C1C=CC=CC=1)(C1C=CC=CC=1)C1C=CC=CC=1.CN(C=O)C. The product is [Cl:13][C:7]1[N:6]=[C:5]([N:14]2[CH2:19][CH2:18][O:17][CH2:16][CH2:15]2)[C:4]2[C:9](=[C:10]([CH3:12])[CH:11]=[C:2]([C:26]3[C:21]([F:20])=[C:22]([NH:36][S:37]([CH2:40][CH2:41][CH3:42])(=[O:38])=[O:39])[CH:23]=[CH:24][CH:25]=3)[CH:3]=2)[N:8]=1. The yield is 0.470. (4) The reactants are C([O:4][C:5]1[CH:13]=[C:12]2[C:8]([CH:9]=[N:10][NH:11]2)=[CH:7][CH:6]=1)C=C.Cl[C:15]1[CH:20]=CC=C[C:16]=1Cl. The product is [CH2:20]([C:13]1[C:5]([OH:4])=[CH:6][CH:7]=[C:8]2[C:12]=1[NH:11][N:10]=[CH:9]2)[CH:15]=[CH2:16]. The yield is 0.600. No catalyst specified. (5) The reactants are C[O:2][C:3]1[CH:8]=[CH:7][C:6]([CH2:9][CH:10]([CH3:17])[CH2:11][C:12]([O:14][CH2:15][CH3:16])=[O:13])=[CH:5][CH:4]=1.COC1C=CC(CC(C2OC=CN=2)CC(OC)=O)=CC=1. No catalyst specified. The product is [OH:2][C:3]1[CH:4]=[CH:5][C:6]([CH2:9][CH:10]([CH3:17])[CH2:11][C:12]([O:14][CH2:15][CH3:16])=[O:13])=[CH:7][CH:8]=1. The yield is 0.700.